This data is from Full USPTO retrosynthesis dataset with 1.9M reactions from patents (1976-2016). The task is: Predict the reactants needed to synthesize the given product. (1) Given the product [C:1]([C:3]1[C:4]([N:15]2[CH2:16][CH2:17][CH:18]([C:21](=[O:23])[NH:37][S:34]([CH2:33][C:26]3[C:27]([F:32])=[CH:28][CH:29]=[C:30]([F:31])[C:25]=3[F:24])(=[O:35])=[O:36])[CH2:19][CH2:20]2)=[N:5][C:6]([CH3:14])=[C:7]([CH:8]=1)[C:9]([O:11][CH2:12][CH3:13])=[O:10])#[N:2], predict the reactants needed to synthesize it. The reactants are: [C:1]([C:3]1[C:4]([N:15]2[CH2:20][CH2:19][CH:18]([C:21]([OH:23])=O)[CH2:17][CH2:16]2)=[N:5][C:6]([CH3:14])=[C:7]([C:9]([O:11][CH2:12][CH3:13])=[O:10])[CH:8]=1)#[N:2].[F:24][C:25]1[C:30]([F:31])=[CH:29][CH:28]=[C:27]([F:32])[C:26]=1[CH2:33][S:34]([NH2:37])(=[O:36])=[O:35]. (2) Given the product [Cl:8][C:9]1[CH:37]=[CH:36][C:12]([CH2:13][N:14]2[CH:19]=[N:18][C:17]([NH:20][CH:21]3[CH2:25][CH:24]=[C:23]([C:27]4[CH:32]=[CH:31][C:30]([F:33])=[CH:29][CH:28]=4)[CH:22]3[OH:34])=[N:16][C:15]2=[O:35])=[CH:11][CH:10]=1, predict the reactants needed to synthesize it. The reactants are: C1(C)C=CC=CC=1.[Cl:8][C:9]1[CH:37]=[CH:36][C:12]([CH2:13][N:14]2[CH:19]=[N:18][C:17]([NH:20][CH:21]3[CH2:25][CH2:24][C:23]([C:27]4[CH:32]=[CH:31][C:30]([F:33])=[CH:29][CH:28]=4)(O)[CH:22]3[OH:34])=[N:16][C:15]2=[O:35])=[CH:11][CH:10]=1.O.C1(C)C=CC(S(O)(=O)=O)=CC=1. (3) The reactants are: CS(NC1C=CC=CC=1N1CCN(C(OC(C)(C)C)=O)CC1)(=O)=O.[NH2:25][C:26]1[CH:31]=[CH:30][CH:29]=[CH:28][C:27]=1[N:32]1[CH2:37][CH2:36][N:35]([C:38](=[O:68])[C@H:39]([NH:48][C:49]([C@@H:51]2[CH2:60][C:59]3[C:54](=[CH:55][CH:56]=[CH:57][CH:58]=3)[CH2:53][N:52]2[C:61]([O:63][C:64]([CH3:67])([CH3:66])[CH3:65])=[O:62])=[O:50])[CH2:40][C:41]2[CH:46]=[CH:45][C:44]([Cl:47])=[CH:43][CH:42]=2)[CH2:34][CH2:33]1.N1C=CC=CC=1.[C:75]1([CH2:81][S:82](Cl)(=[O:84])=[O:83])[CH:80]=[CH:79][CH:78]=[CH:77][CH:76]=1. Given the product [Cl:47][C:44]1[CH:43]=[CH:42][C:41]([CH2:40][C@@H:39]([NH:48][C:49]([C@@H:51]2[CH2:60][C:59]3[C:54](=[CH:55][CH:56]=[CH:57][CH:58]=3)[CH2:53][N:52]2[C:61]([O:63][C:64]([CH3:65])([CH3:67])[CH3:66])=[O:62])=[O:50])[C:38](=[O:68])[N:35]2[CH2:36][CH2:37][N:32]([C:27]3[CH:28]=[CH:29][CH:30]=[CH:31][C:26]=3[NH:25][S:82]([CH2:81][C:75]3[CH:80]=[CH:79][CH:78]=[CH:77][CH:76]=3)(=[O:84])=[O:83])[CH2:33][CH2:34]2)=[CH:46][CH:45]=1.[Cl:47][C:44]1[CH:45]=[CH:46][C:41]([CH2:40][C@@H:39]([NH:48][C:49]([C@@H:51]2[CH2:60][C:59]3[C:54](=[CH:55][CH:56]=[CH:57][CH:58]=3)[CH2:53][NH:52]2)=[O:50])[C:38](=[O:68])[N:35]2[CH2:34][CH2:33][N:32]([C:27]3[CH:28]=[CH:29][CH:30]=[CH:31][C:26]=3[NH:25][S:82]([CH2:81][C:75]3[CH:80]=[CH:79][CH:78]=[CH:77][CH:76]=3)(=[O:84])=[O:83])[CH2:37][CH2:36]2)=[CH:42][CH:43]=1, predict the reactants needed to synthesize it. (4) The reactants are: [O:1]=[C:2]1[NH:6][C:5]2([C:14]3[C:9](=[N:10][CH:11]=[CH:12][CH:13]=3)[CH2:8][CH2:7]2)[C:4](=[O:15])[N:3]1[CH2:16][C:17]([O:19][C:20]([CH3:23])([CH3:22])[CH3:21])=[O:18].C(O)(C(F)(F)F)=[O:25]. Given the product [O:1]=[C:2]1[NH:6][C:5]2([C:14]3[C:9](=[CH:8][CH:11]=[CH:12][CH:13]=3)[NH:10][C:7]2=[O:25])[C:4](=[O:15])[N:3]1[CH2:16][C:17]([O:19][C:20]([CH3:22])([CH3:23])[CH3:21])=[O:18], predict the reactants needed to synthesize it. (5) Given the product [F:21][C:2]([F:1])([F:20])[O:3][C:4]1[CH:9]=[CH:8][C:7]([CH:10]2[CH2:15][NH:14][CH2:13][CH:12]([C:16]([O:18][CH3:19])=[O:17])[CH2:11]2)=[CH:6][CH:5]=1, predict the reactants needed to synthesize it. The reactants are: [F:1][C:2]([F:21])([F:20])[O:3][C:4]1[CH:9]=[CH:8][C:7]([C:10]2[CH:11]=[C:12]([C:16]([O:18][CH3:19])=[O:17])[CH:13]=[N:14][CH:15]=2)=[CH:6][CH:5]=1.[H][H]. (6) Given the product [CH3:1][O:2][C:3]([C:5]1[CH:6]=[CH:7][C:8]2[CH:12]=[C:11]([C:13]3[C:18]([CH3:19])=[CH:17][N:16]=[C:15]([NH:22][CH2:23][CH2:24][CH2:25][N:26]4[CH2:27][CH2:28][N:29]([CH3:32])[CH2:30][CH2:31]4)[N:14]=3)[S:10][C:9]=2[CH:21]=1)=[O:4], predict the reactants needed to synthesize it. The reactants are: [CH3:1][O:2][C:3]([C:5]1[CH:6]=[CH:7][C:8]2[CH:12]=[C:11]([C:13]3[C:18]([CH3:19])=[CH:17][N:16]=[C:15](Cl)[N:14]=3)[S:10][C:9]=2[CH:21]=1)=[O:4].[NH2:22][CH2:23][CH2:24][CH2:25][N:26]1[CH2:31][CH2:30][N:29]([CH3:32])[CH2:28][CH2:27]1.